Dataset: Forward reaction prediction with 1.9M reactions from USPTO patents (1976-2016). Task: Predict the product of the given reaction. (1) Given the reactants [N:1]12[CH2:8][CH2:7][CH:4]([CH2:5][CH2:6]1)[CH:3]([C:9]([O:11][CH:12]([C:20]1[CH:25]=[CH:24][CH:23]=[C:22]([F:26])[CH:21]=1)[C:13]1[CH:18]=[CH:17][CH:16]=[C:15]([F:19])[CH:14]=1)=[O:10])[CH2:2]2.[Br:27][CH2:28][C:29]1[CH:34]=[CH:33][CH:32]=[CH:31][CH:30]=1, predict the reaction product. The product is: [Br-:27].[CH2:28]([N+:1]12[CH2:6][CH2:5][CH:4]([CH2:7][CH2:8]1)[CH:3]([C:9]([O:11][CH:12]([C:13]1[CH:18]=[CH:17][CH:16]=[C:15]([F:19])[CH:14]=1)[C:20]1[CH:25]=[CH:24][CH:23]=[C:22]([F:26])[CH:21]=1)=[O:10])[CH2:2]2)[C:29]1[CH:34]=[CH:33][CH:32]=[CH:31][CH:30]=1. (2) Given the reactants C(OC(=O)[NH:7][C:8]1([C:12]2[CH:17]=[CH:16][C:15]([C:18]3[N:19]=[C:20]4[CH:25]=[CH:24][C:23]([O:26][CH2:27][CH3:28])=[CH:22][N:21]4[C:29]=3[C:30]3[CH:35]=[CH:34][CH:33]=[CH:32][CH:31]=3)=[CH:14][CH:13]=2)[CH2:11][CH2:10][CH2:9]1)(C)(C)C.Cl.O1CCOCC1, predict the reaction product. The product is: [CH2:27]([O:26][C:23]1[CH:24]=[CH:25][C:20]2[N:21]([C:29]([C:30]3[CH:31]=[CH:32][CH:33]=[CH:34][CH:35]=3)=[C:18]([C:15]3[CH:16]=[CH:17][C:12]([C:8]4([NH2:7])[CH2:9][CH2:10][CH2:11]4)=[CH:13][CH:14]=3)[N:19]=2)[CH:22]=1)[CH3:28]. (3) Given the reactants [CH2:1]([C:3]1[O:7][N:6]=[C:5]([C:8]([OH:10])=O)[CH:4]=1)[CH3:2].C(Cl)(=O)C(Cl)=O.[N-:17]=[N+:18]=[N-:19].[Na+], predict the reaction product. The product is: [CH2:1]([C:3]1[O:7][N:6]=[C:5]([C:8]([N:17]=[N+:18]=[N-:19])=[O:10])[CH:4]=1)[CH3:2]. (4) Given the reactants [F:1][C:2]1[CH:3]=[C:4]([CH:34]=[C:35]([F:37])[CH:36]=1)[CH2:5][C@H:6]1[C@@H:10]([C@H:11]2[CH2:15][C@@H:14]([O:16][CH2:17][CH:18]=[CH2:19])[CH2:13][N:12]2[CH:20]([C:27]2[CH:32]=[CH:31][CH:30]=[CH:29][CH:28]=2)[C:21]2[CH:26]=[CH:25][CH:24]=[CH:23][CH:22]=2)[O:9]C(=O)[NH:7]1.FC1C=C(C=C(F)C=1)C[C@H]1[C@@H]([C@H]2C[C@@H](OCC=C)CN2)OC(=O)N1.[Br-].C(=O)([O-])[O-].[K+].[K+], predict the reaction product. The product is: [CH2:17]([O:16][C@H:14]1[CH2:13][N:12]([CH:20]([C:27]2[CH:32]=[CH:31][CH:30]=[CH:29][CH:28]=2)[C:21]2[CH:26]=[CH:25][CH:24]=[CH:23][CH:22]=2)[C@@H:11]([C@@H:10]([OH:9])[C@@H:6]([NH2:7])[CH2:5][C:4]2[CH:34]=[C:35]([F:37])[CH:36]=[C:2]([F:1])[CH:3]=2)[CH2:15]1)[CH:18]=[CH2:19]. (5) Given the reactants [CH:1]#[C:2][CH2:3][NH:4][C@H:5]1[C:9]2[CH:10]=[CH:11][CH:12]=[CH:13][C:8]=2[CH2:7][CH2:6]1.[O:14]=[C:15]([OH:26])[C@@H:16]([C@H:18]([C@@H:20]([C@@H:22]([CH2:24][OH:25])[OH:23])[OH:21])[OH:19])[OH:17].CC(OC)(C)C, predict the reaction product. The product is: [CH:1]#[C:2][CH2:3][NH:4][C@H:5]1[C:9]2[CH:10]=[CH:11][CH:12]=[CH:13][C:8]=2[CH2:7][CH2:6]1.[O:14]=[C:15]([O-:26])[C@@H:16]([C@H:18]([C@@H:20]([C@@H:22]([CH2:24][OH:25])[OH:23])[OH:21])[OH:19])[OH:17]. (6) Given the reactants Cl.Cl.[CH3:3][O:4][C:5](=[O:55])[C@@H:6]([NH:22][C:23]([C@@H:25]1[CH2:34][C:33]2[CH:32]=[C:31]3[O:35][CH2:36][C@H:37]([C:39]4[CH:44]=[CH:43][C:42]([O:45][CH2:46][C:47]5[CH:52]=[CH:51][C:50]([Cl:53])=[C:49]([Cl:54])[CH:48]=5)=[CH:41][CH:40]=4)[O:38][C:30]3=[CH:29][C:28]=2[CH2:27][NH:26]1)=[O:24])[CH2:7][C:8]1[CH:13]=[CH:12][C:11]([C:14]2[CH:19]=[CH:18][N:17]=[C:16]([CH3:20])[C:15]=2[CH3:21])=[CH:10][CH:9]=1.[CH3:56][C:57]1[N:62]=[C:61]([CH:63]=O)[CH:60]=[CH:59][CH:58]=1, predict the reaction product. The product is: [CH3:3][O:4][C:5](=[O:55])[C@@H:6]([NH:22][C:23]([C@@H:25]1[CH2:34][C:33]2[CH:32]=[C:31]3[O:35][CH2:36][C@H:37]([C:39]4[CH:44]=[CH:43][C:42]([O:45][CH2:46][C:47]5[CH:52]=[CH:51][C:50]([Cl:53])=[C:49]([Cl:54])[CH:48]=5)=[CH:41][CH:40]=4)[O:38][C:30]3=[CH:29][C:28]=2[CH2:27][N:26]1[CH2:63][C:61]1[CH:60]=[CH:59][CH:58]=[C:57]([CH3:56])[N:62]=1)=[O:24])[CH2:7][C:8]1[CH:13]=[CH:12][C:11]([C:14]2[CH:19]=[CH:18][N:17]=[C:16]([CH3:20])[C:15]=2[CH3:21])=[CH:10][CH:9]=1. (7) Given the reactants [CH3:1][N:2]1[C:10]2[C:5](=[C:6]([CH3:14])[CH:7]=[C:8]([N+:11]([O-])=O)[CH:9]=2)[CH:4]=[N:3]1, predict the reaction product. The product is: [CH3:1][N:2]1[C:10]2[C:5](=[C:6]([CH3:14])[CH:7]=[C:8]([NH2:11])[CH:9]=2)[CH:4]=[N:3]1. (8) Given the reactants [C:1]([C:5]1[CH:37]=[CH:36][C:8]([C:9]([NH:11][C:12]2[CH:13]=[CH:14][C:15]([C:18]3[CH:26]=[C:25]4[C:21]([CH2:22][N:23]([C@@H:28]([CH:33]([CH3:35])[CH3:34])[C:29]([O:31][CH3:32])=[O:30])[C:24]4=[O:27])=[CH:20][CH:19]=3)=N[CH:17]=2)=[O:10])=[CH:7][CH:6]=1)([CH3:4])([CH3:3])[CH3:2].[C:38](C1C=CC(C(Cl)=O)=CC=1)(C)(C)[CH3:39], predict the reaction product. The product is: [C:1]([C:5]1[CH:37]=[CH:36][C:8]([C:9]([NH:11][C:12]2[CH:13]=[CH:14][C:15]([C:18]3[CH:26]=[C:25]4[C:21]([CH2:22][N:23]([C@@H:28]([CH:33]([CH3:34])[CH3:35])[C:29]([O:31][CH3:32])=[O:30])[C:24]4=[O:27])=[CH:20][CH:19]=3)=[C:38]([CH3:39])[CH:17]=2)=[O:10])=[CH:7][CH:6]=1)([CH3:4])([CH3:3])[CH3:2].